Dataset: Peptide-MHC class I binding affinity with 185,985 pairs from IEDB/IMGT. Task: Regression. Given a peptide amino acid sequence and an MHC pseudo amino acid sequence, predict their binding affinity value. This is MHC class I binding data. (1) The peptide sequence is ALMDCIMFDA. The MHC is HLA-A68:02 with pseudo-sequence HLA-A68:02. The binding affinity (normalized) is 0.213. (2) The peptide sequence is CVSILIEEV. The MHC is HLA-A68:02 with pseudo-sequence HLA-A68:02. The binding affinity (normalized) is 0.506. (3) The peptide sequence is VAASSLLYK. The MHC is HLA-A33:01 with pseudo-sequence HLA-A33:01. The binding affinity (normalized) is 0.167. (4) The MHC is H-2-Kb with pseudo-sequence H-2-Kb. The binding affinity (normalized) is 0.0866. The peptide sequence is TLLGLILFV.